This data is from CYP2C19 inhibition data for predicting drug metabolism from PubChem BioAssay. The task is: Regression/Classification. Given a drug SMILES string, predict its absorption, distribution, metabolism, or excretion properties. Task type varies by dataset: regression for continuous measurements (e.g., permeability, clearance, half-life) or binary classification for categorical outcomes (e.g., BBB penetration, CYP inhibition). Dataset: cyp2c19_veith. (1) The compound is COc1cccc(Nc2ncc3nc(C)c(=O)n(CCC#N)c3n2)c1. The result is 0 (non-inhibitor). (2) The molecule is Cc1cccc(C2NC(=O)c3c(sc(C)c3C)N2)c1O. The result is 1 (inhibitor). (3) The result is 1 (inhibitor). The compound is CCCNC(=O)N1CCC(C(=O)c2cccc(F)c2)CC1. (4) The drug is Cc1cc2ccccc2nc1SCC(=O)Nc1nc(-c2ccccc2)cs1. The result is 0 (non-inhibitor). (5) The compound is COc1[nH]c2ccc(F)cc2c1C(=O)OCC1CCN(CCNS(C)(=O)=O)CC1.NS(=O)(=O)[O-]. The result is 0 (non-inhibitor). (6) The drug is COc1ccc(C(=O)N2CCC[C@@]3(CCN(c4ccccc4)C3)C2)cc1. The result is 1 (inhibitor). (7) The drug is O=C(c1cccc(F)c1)N1CCC2(CC1)CN(c1ccccc1)C2. The result is 0 (non-inhibitor). (8) The molecule is CC(C)(C)c1cc(C(=O)O)c(CN2CCCCC2)o1.Cl. The result is 0 (non-inhibitor). (9) The compound is CC1Cc2ccccc2N1C(=O)C1CCCN(S(=O)(=O)c2cccc3nsnc23)C1. The result is 1 (inhibitor). (10) The molecule is CCN1C(=O)C(CC(=O)Nc2ccc(Br)cc2)N(CCCc2ccccc2)C1=S. The result is 1 (inhibitor).